This data is from Peptide-MHC class I binding affinity with 185,985 pairs from IEDB/IMGT. The task is: Regression. Given a peptide amino acid sequence and an MHC pseudo amino acid sequence, predict their binding affinity value. This is MHC class I binding data. The peptide sequence is AVFLSYIGY. The MHC is HLA-A01:01 with pseudo-sequence HLA-A01:01. The binding affinity (normalized) is 0.0847.